From a dataset of Forward reaction prediction with 1.9M reactions from USPTO patents (1976-2016). Predict the product of the given reaction. (1) The product is: [N:8]1[CH:7]=[CH:2][CH:3]=[CH:4][C:5]=1[C:13]([NH:12][CH3:11])=[O:14]. Given the reactants Br[C:2]1[CH:7]=C[C:5]([NH2:8])=[CH:4][CH:3]=1.[H-].[Na+].[CH3:11][N:12](C)[CH:13]=[O:14], predict the reaction product. (2) Given the reactants [CH:1]1([N:6]2[C:10]3[N:11]=[C:12]([NH:15][C:16]4[N:21]=[N:20][C:19]([N:22]5[CH2:27][CH2:26][N:25](C(OC(C)(C)C)=O)[CH2:24][CH2:23]5)=[CH:18][CH:17]=4)[N:13]=[CH:14][C:9]=3[C:8]3[CH:35]=[CH:36][NH:37][C:38](=[O:39])[C:7]2=3)[CH2:5][CH2:4][CH2:3][CH2:2]1.[C:40]([OH:46])([C:42]([F:45])([F:44])[F:43])=[O:41].C(Cl)Cl, predict the reaction product. The product is: [CH:1]1([N:6]2[C:10]3[N:11]=[C:12]([NH:15][C:16]4[N:21]=[N:20][C:19]([N:22]5[CH2:23][CH2:24][NH:25][CH2:26][CH2:27]5)=[CH:18][CH:17]=4)[N:13]=[CH:14][C:9]=3[C:8]3[CH:35]=[CH:36][NH:37][C:38](=[O:39])[C:7]2=3)[CH2:2][CH2:3][CH2:4][CH2:5]1.[C:40]([OH:46])([C:42]([F:45])([F:44])[F:43])=[O:41]. (3) Given the reactants [CH3:1][O:2][C:3](=[O:40])[NH:4][CH:5]([C:9]([N:11]1[CH2:15][CH2:14][CH2:13][CH:12]1[C:16](=[O:39])[NH:17][C:18]1[CH:19]=[C:20]([C:24]2[CH:29]=[CH:28][C:27](B3OC(C)(C)C(C)(C)O3)=[CH:26][CH:25]=2)[CH:21]=[CH:22][CH:23]=1)=[O:10])[CH:6]([CH3:8])[CH3:7].[CH3:41][O:42][C:43](=[O:68])[NH:44][CH:45]([C:49]([N:51]1[CH2:55][CH2:54][CH2:53][CH:52]1[C:56]1[NH:57][C:58]([C:61]2[CH:66]=[CH:65][C:64](Br)=[CH:63][CH:62]=2)=[CH:59][N:60]=1)=[O:50])[CH:46]([CH3:48])[CH3:47].C(=O)([O-])[O-].[K+].[K+], predict the reaction product. The product is: [CH3:1][O:2][C:3](=[O:40])[NH:4][CH:5]([C:9]([N:11]1[CH2:15][CH2:14][CH2:13][CH:12]1[C:16](=[O:39])[NH:17][C:18]1[CH:19]=[C:20]([C:24]2[CH:25]=[CH:26][C:27]([C:64]3[CH:65]=[CH:66][C:61]([C:58]4[NH:57][C:56]([CH:52]5[CH2:53][CH2:54][CH2:55][N:51]5[C:49](=[O:50])[CH:45]([NH:44][C:43]([O:42][CH3:41])=[O:68])[CH:46]([CH3:48])[CH3:47])=[N:60][CH:59]=4)=[CH:62][CH:63]=3)=[CH:28][CH:29]=2)[CH:21]=[CH:22][CH:23]=1)=[O:10])[CH:6]([CH3:8])[CH3:7]. (4) Given the reactants [H-].[H-].[H-].[H-].[Li+].[Al+3].[CH2:7]([O:25][C:26]1[CH:27]=[C:28]([CH:51]2[CH2:55][S:54][S:53][CH2:52]2)[CH:29]=[C:30]([O:32][CH2:33][CH2:34][CH2:35][CH2:36][CH2:37][CH2:38][CH2:39][CH2:40][CH2:41][CH2:42][CH2:43][CH2:44][CH2:45][CH2:46][CH2:47][CH2:48][CH2:49][CH3:50])[CH:31]=1)[CH2:8][CH2:9][CH2:10][CH2:11][CH2:12][CH2:13][CH2:14][CH2:15][CH2:16][CH2:17][CH2:18][CH2:19][CH2:20][CH2:21][CH2:22][CH2:23][CH3:24], predict the reaction product. The product is: [CH2:7]([O:25][C:26]1[CH:27]=[C:28]([CH:51]([CH2:52][SH:53])[CH2:55][SH:54])[CH:29]=[C:30]([O:32][CH2:33][CH2:34][CH2:35][CH2:36][CH2:37][CH2:38][CH2:39][CH2:40][CH2:41][CH2:42][CH2:43][CH2:44][CH2:45][CH2:46][CH2:47][CH2:48][CH2:49][CH3:50])[CH:31]=1)[CH2:8][CH2:9][CH2:10][CH2:11][CH2:12][CH2:13][CH2:14][CH2:15][CH2:16][CH2:17][CH2:18][CH2:19][CH2:20][CH2:21][CH2:22][CH2:23][CH3:24]. (5) Given the reactants [CH2:1]([O:3][C:4]([C:6]1[C:7]([OH:24])=[C:8]2[C:15]([Cl:16])=[CH:14][N:13]([CH2:17][C:18]3[CH:23]=[CH:22][CH:21]=[CH:20][CH:19]=3)[C:9]2=[C:10](Cl)[N:11]=1)=[O:5])[CH3:2].C[C:26]([N:28](C)C)=O, predict the reaction product. The product is: [CH2:1]([O:3][C:4]([C:6]1[C:7]([OH:24])=[C:8]2[C:15]([Cl:16])=[CH:14][N:13]([CH2:17][C:18]3[CH:23]=[CH:22][CH:21]=[CH:20][CH:19]=3)[C:9]2=[C:10]([C:26]#[N:28])[N:11]=1)=[O:5])[CH3:2].